Dataset: Forward reaction prediction with 1.9M reactions from USPTO patents (1976-2016). Task: Predict the product of the given reaction. (1) Given the reactants [F:1][C:2]1([F:27])[CH2:7][CH2:6][CH:5]([CH2:8][C:9]2[N:13]3[C:14]([CH3:21])=[CH:15][C:16]([C:18](O)=[O:19])=[CH:17][C:12]3=[N:11][C:10]=2[C:22]([O:25][CH3:26])([CH3:24])[CH3:23])[CH2:4][CH2:3]1.Cl.[NH2:29][CH:30]1[CH2:35][CH2:34][O:33][CH2:32][CH2:31]1, predict the reaction product. The product is: [F:1][C:2]1([F:27])[CH2:3][CH2:4][CH:5]([CH2:8][C:9]2[N:13]3[C:14]([CH3:21])=[CH:15][C:16]([C:18]([NH:29][CH:30]4[CH2:35][CH2:34][O:33][CH2:32][CH2:31]4)=[O:19])=[CH:17][C:12]3=[N:11][C:10]=2[C:22]([O:25][CH3:26])([CH3:23])[CH3:24])[CH2:6][CH2:7]1. (2) The product is: [CH2:1]([O:8][C:9]1[CH:10]=[CH:11][C:12]([O:15][C:17](=[O:16])[CH3:18])=[CH:13][CH:14]=1)[C:2]1[CH:3]=[CH:4][CH:5]=[CH:6][CH:7]=1. Given the reactants [CH2:1]([O:8][C:9]1[CH:14]=[CH:13][C:12]([OH:15])=[CH:11][CH:10]=1)[C:2]1[CH:7]=[CH:6][CH:5]=[CH:4][CH:3]=1.[O:16]1CC[CH2:18][CH2:17]1.C(N(CC)CC)C.C(Cl)(=O)C, predict the reaction product. (3) Given the reactants C[O:2][C:3]1[CH:15]=[CH:14][C:6]2[C:7]([C:11]([OH:13])=[O:12])=[C:8]([CH3:10])[S:9][C:5]=2[CH:4]=1.B(Br)(Br)Br, predict the reaction product. The product is: [OH:2][C:3]1[CH:15]=[CH:14][C:6]2[C:7]([C:11]([OH:13])=[O:12])=[C:8]([CH3:10])[S:9][C:5]=2[CH:4]=1. (4) Given the reactants Cl[CH2:2][CH2:3][O:4][C:5]1[C:14]2[C:9](=[CH:10][CH:11]=[CH:12][CH:13]=2)[C:8]([NH:15][C:16](=[O:30])[C:17]2[CH:22]=[C:21]([N:23]3[CH2:28][CH2:27][CH2:26][CH2:25][CH2:24]3)[CH:20]=[C:19]([F:29])[CH:18]=2)=[CH:7][CH:6]=1.[C:31]([N:34]1[CH2:39][CH2:38][NH:37][CH2:36][CH2:35]1)(=[O:33])[CH3:32], predict the reaction product. The product is: [C:31]([N:34]1[CH2:39][CH2:38][N:37]([CH2:2][CH2:3][O:4][C:5]2[C:14]3[C:9](=[CH:10][CH:11]=[CH:12][CH:13]=3)[C:8]([NH:15][C:16](=[O:30])[C:17]3[CH:22]=[C:21]([N:23]4[CH2:28][CH2:27][CH2:26][CH2:25][CH2:24]4)[CH:20]=[C:19]([F:29])[CH:18]=3)=[CH:7][CH:6]=2)[CH2:36][CH2:35]1)(=[O:33])[CH3:32]. (5) Given the reactants [Cl:1][CH2:2][C:3](Cl)=[O:4].[Cl-].[Cl-].[Cl-].[Al+3].[CH:10]1[C:23]2[CH2:22][C:21]3[C:16](=[CH:17][CH:18]=[CH:19][CH:20]=3)[CH2:15][C:14]=2[CH:13]=[CH:12][CH:11]=1.[CH3:24][OH:25].Cl[CH2:27][Cl:28], predict the reaction product. The product is: [CH:13]1[C:14]2[CH2:15][C:16]3[C:21](=[CH:20][C:19]([C:24](=[O:25])[CH2:27][Cl:28])=[CH:18][CH:17]=3)[CH2:22][C:23]=2[CH:10]=[CH:11][C:12]=1[C:3](=[O:4])[CH2:2][Cl:1]. (6) Given the reactants [F:1][C:2]1[CH:7]=[CH:6][C:5]([C@H:8]([CH3:11])[CH2:9][NH2:10])=[CH:4][CH:3]=1.Cl[C:13]1[S:17][N:16]=[C:15]([CH2:18][C:19]2[CH:24]=[CH:23][CH:22]=[C:21]([O:25][CH3:26])[CH:20]=2)[N:14]=1.C([O-])([O-])=O.[K+].[K+], predict the reaction product. The product is: [F:1][C:2]1[CH:3]=[CH:4][C:5]([C@H:8]([CH3:11])[CH2:9][NH:10][C:13]2[S:17][N:16]=[C:15]([CH2:18][C:19]3[CH:24]=[CH:23][CH:22]=[C:21]([O:25][CH3:26])[CH:20]=3)[N:14]=2)=[CH:6][CH:7]=1. (7) Given the reactants C([O:3][C:4](=[O:25])[C:5]1[CH:10]=[CH:9][CH:8]=[C:7]([C:11]2[CH2:15][CH2:14][CH2:13][C:12]=2[C:16]2[CH:21]=[C:20]([Br:22])[CH:19]=[CH:18][C:17]=2[O:23]C)[CH:6]=1)C, predict the reaction product. The product is: [Br:22][C:20]1[CH:19]=[CH:18][C:17]([OH:23])=[C:16]([C:12]2[CH2:13][CH2:14][CH2:15][C:11]=2[C:7]2[CH:6]=[C:5]([CH:10]=[CH:9][CH:8]=2)[C:4]([OH:25])=[O:3])[CH:21]=1.